From a dataset of Catalyst prediction with 721,799 reactions and 888 catalyst types from USPTO. Predict which catalyst facilitates the given reaction. (1) Reactant: [CH3:1][O:2][C:3]1[N:8]=[C:7]([O:9][CH:10]2[CH2:27][CH:26]3[CH:12]([C:13](=[O:33])[N:14]([CH3:32])[CH2:15][CH2:16][CH2:17][CH2:18][CH:19]=[CH:20][CH:21]4[C:23]([C:29]([OH:31])=O)([NH:24][C:25]3=[O:28])[CH2:22]4)[CH2:11]2)[CH:6]=[C:5]([C:34]2[CH:39]=[CH:38][CH:37]=[CH:36][CH:35]=2)[N:4]=1.CCN=C=NCCCN(C)C.[CH:51]1([S:54]([NH2:57])(=[O:56])=[O:55])[CH2:53][CH2:52]1.C1CCN2C(=NCCC2)CC1.C(O)(=O)CC(CC(O)=O)(C(O)=O)O. Product: [CH3:1][O:2][C:3]1[N:8]=[C:7]([O:9][CH:10]2[CH2:27][CH:26]3[CH:12]([C:13](=[O:33])[N:14]([CH3:32])[CH2:15][CH2:16][CH2:17][CH2:18][CH:19]=[CH:20][CH:21]4[C:23]([C:29]([NH:57][S:54]([CH:51]5[CH2:53][CH2:52]5)(=[O:56])=[O:55])=[O:31])([NH:24][C:25]3=[O:28])[CH2:22]4)[CH2:11]2)[CH:6]=[C:5]([C:34]2[CH:39]=[CH:38][CH:37]=[CH:36][CH:35]=2)[N:4]=1. The catalyst class is: 2. (2) Reactant: [C:1](OC(=O)C)(=[O:3])[CH3:2].[CH:8]12[NH:13][CH:12]1[CH2:11][N:10]([C:14]1[CH:19]=[CH:18][C:17]([N:20]3[CH2:24][C@H:23]([CH2:25][NH:26][C:27](=[O:29])[CH3:28])[O:22][C:21]3=[O:30])=[CH:16][C:15]=1[F:31])[CH2:9]2.C(N(CC)CC)C. Product: [C:1]([N:13]1[CH:12]2[CH:8]1[CH2:9][N:10]([C:14]1[CH:19]=[CH:18][C:17]([N:20]3[CH2:24][C@H:23]([CH2:25][NH:26][C:27](=[O:29])[CH3:28])[O:22][C:21]3=[O:30])=[CH:16][C:15]=1[F:31])[CH2:11]2)(=[O:3])[CH3:2]. The catalyst class is: 4. (3) Reactant: [Br:1][C:2]1[CH:3]=[C:4]([CH2:8][CH2:9][NH2:10])[CH:5]=[CH:6][CH:7]=1.N1C(C)=CC=CC=1C.[C:19](O[C:19]([C:21]([F:24])([F:23])[F:22])=[O:20])([C:21]([F:24])([F:23])[F:22])=[O:20]. Product: [Br:1][C:2]1[CH:3]=[C:4]([CH2:8][CH2:9][NH:10][C:19](=[O:20])[C:21]([F:24])([F:23])[F:22])[CH:5]=[CH:6][CH:7]=1. The catalyst class is: 6. (4) Reactant: [S:1](=[O:5])(=O)([OH:3])[OH:2].[CH3:6][N:7]1[C:15]2[C:10](=[CH:11][CH:12]=[CH:13][CH:14]=2)[CH2:9][CH2:8]1. Product: [CH3:6][N:7]1[C:15]2[C:10](=[CH:11][C:12]([S:1]([OH:3])(=[O:5])=[O:2])=[CH:13][CH:14]=2)[CH2:9][CH2:8]1. The catalyst class is: 798. (5) Reactant: [CH2:1]([N:3]([CH2:30][CH3:31])[CH2:4][CH2:5][NH:6][C:7]([C:9]1[C:17]2[CH2:16][CH2:15][CH2:14]/[C:13](=[C:18]3/[C:19](=[O:28])[NH:20][C:21]4[C:26]/3=[CH:25][C:24]([F:27])=[CH:23][CH:22]=4)/[C:12]=2[NH:11][C:10]=1[CH3:29])=[O:8])[CH3:2].[Cl:32]CCl.Cl. Product: [ClH:32].[CH2:30]([N:3]([CH2:1][CH3:2])[CH2:4][CH2:5][NH:6][C:7]([C:9]1[C:17]2[CH2:16][CH2:15][CH2:14]/[C:13](=[C:18]3/[C:19](=[O:28])[NH:20][C:21]4[C:26]/3=[CH:25][C:24]([F:27])=[CH:23][CH:22]=4)/[C:12]=2[NH:11][C:10]=1[CH3:29])=[O:8])[CH3:31]. The catalyst class is: 10.